This data is from NCI-60 drug combinations with 297,098 pairs across 59 cell lines. The task is: Regression. Given two drug SMILES strings and cell line genomic features, predict the synergy score measuring deviation from expected non-interaction effect. (1) Drug 1: CC(C)CN1C=NC2=C1C3=CC=CC=C3N=C2N. Drug 2: N.N.Cl[Pt+2]Cl. Cell line: UO-31. Synergy scores: CSS=12.0, Synergy_ZIP=-3.89, Synergy_Bliss=-0.817, Synergy_Loewe=1.37, Synergy_HSA=0.163. (2) Drug 1: C1=CC(=C2C(=C1NCCNCCO)C(=O)C3=C(C=CC(=C3C2=O)O)O)NCCNCCO. Drug 2: CNC(=O)C1=NC=CC(=C1)OC2=CC=C(C=C2)NC(=O)NC3=CC(=C(C=C3)Cl)C(F)(F)F. Cell line: NCI-H226. Synergy scores: CSS=63.9, Synergy_ZIP=2.34, Synergy_Bliss=2.10, Synergy_Loewe=-0.312, Synergy_HSA=6.49. (3) Drug 1: C1CC(=O)NC(=O)C1N2CC3=C(C2=O)C=CC=C3N. Drug 2: CN1C(=O)N2C=NC(=C2N=N1)C(=O)N. Cell line: K-562. Synergy scores: CSS=2.48, Synergy_ZIP=2.90, Synergy_Bliss=5.82, Synergy_Loewe=1.41, Synergy_HSA=1.35. (4) Drug 1: CC1=C(C(=CC=C1)Cl)NC(=O)C2=CN=C(S2)NC3=CC(=NC(=N3)C)N4CCN(CC4)CCO. Drug 2: CS(=O)(=O)OCCCCOS(=O)(=O)C. Cell line: HS 578T. Synergy scores: CSS=8.86, Synergy_ZIP=-3.13, Synergy_Bliss=-0.956, Synergy_Loewe=-6.17, Synergy_HSA=-0.552. (5) Drug 1: CNC(=O)C1=CC=CC=C1SC2=CC3=C(C=C2)C(=NN3)C=CC4=CC=CC=N4. Drug 2: C1C(C(OC1N2C=NC(=NC2=O)N)CO)O. Cell line: MOLT-4. Synergy scores: CSS=72.1, Synergy_ZIP=3.93, Synergy_Bliss=3.47, Synergy_Loewe=-2.11, Synergy_HSA=8.81. (6) Drug 1: CS(=O)(=O)C1=CC(=C(C=C1)C(=O)NC2=CC(=C(C=C2)Cl)C3=CC=CC=N3)Cl. Drug 2: C1CCN(CC1)CCOC2=CC=C(C=C2)C(=O)C3=C(SC4=C3C=CC(=C4)O)C5=CC=C(C=C5)O. Cell line: MOLT-4. Synergy scores: CSS=16.0, Synergy_ZIP=5.24, Synergy_Bliss=11.7, Synergy_Loewe=9.26, Synergy_HSA=9.74.